From a dataset of Retrosynthesis with 50K atom-mapped reactions and 10 reaction types from USPTO. Predict the reactants needed to synthesize the given product. (1) Given the product C=C(C)C(=O)OCCCCCCO, predict the reactants needed to synthesize it. The reactants are: C=C(C)C(=O)[O-].OCCCCCCCl. (2) The reactants are: COC(=O)c1ccc(Cc2cn(C)c3ccc(NC(=O)OC4CCCC4)cc23)c(OC)c1. Given the product COc1cc(C(=O)O)ccc1Cc1cn(C)c2ccc(NC(=O)OC3CCCC3)cc12, predict the reactants needed to synthesize it. (3) The reactants are: O=C(c1cc(Cl)ccc1[N+](=O)[O-])C1CCCCC1. Given the product Nc1ccc(Cl)cc1C(=O)C1CCCCC1, predict the reactants needed to synthesize it. (4) Given the product Cc1cccc(-c2nnc3ccccn23)c1-c1ccc2nc(N)c(N3CCOCC3)cc2c1, predict the reactants needed to synthesize it. The reactants are: CC1(C)OB(c2ccc3nc(N)c(N4CCOCC4)cc3c2)OC1(C)C.Cc1cccc(-c2nnc3ccccn23)c1Br. (5) Given the product O=C(CNCc1ccccc1)Nc1ccc(OCc2ccccc2)cc1, predict the reactants needed to synthesize it. The reactants are: NCc1ccccc1.O=C(CCl)Nc1ccc(OCc2ccccc2)cc1.